Dataset: Forward reaction prediction with 1.9M reactions from USPTO patents (1976-2016). Task: Predict the product of the given reaction. (1) The product is: [CH2:1]([OH:19])[CH2:2][CH2:3][CH2:4][CH2:5][CH2:6][CH2:7][CH2:8]/[CH:9]=[CH:10]\[CH2:11][CH2:12][CH2:13][CH3:14]. Given the reactants [CH2:1]([OH:19])[CH2:2][CH2:3][CH2:4][CH2:5][CH2:6][CH2:7][CH2:8]/[CH:9]=[CH:10]\[CH2:11][CH2:12][CH2:13][CH2:14]CCCC.C=CCCCC, predict the reaction product. (2) Given the reactants C([O:3][P:4]([CH2:9][CH2:10][C:11]1[CH:16]=[C:15]([CH3:17])[C:14]([C:18]2[NH:22][C:21]3[CH:23]=[C:24]([C:27](=[O:39])[NH:28][C:29]4[CH:38]=[CH:37][C:36]5[C:31](=[CH:32][CH:33]=[CH:34][CH:35]=5)[N:30]=4)[CH:25]=[CH:26][C:20]=3[N:19]=2)=[C:13]([CH3:40])[CH:12]=1)(=[O:8])[O:5]CC)C.C[Si](Br)(C)C, predict the reaction product. The product is: [CH3:40][C:13]1[CH:12]=[C:11]([CH2:10][CH2:9][P:4](=[O:3])([OH:8])[OH:5])[CH:16]=[C:15]([CH3:17])[C:14]=1[C:18]1[NH:22][C:21]2[CH:23]=[C:24]([C:27](=[O:39])[NH:28][C:29]3[CH:38]=[CH:37][C:36]4[C:31](=[CH:32][CH:33]=[CH:34][CH:35]=4)[N:30]=3)[CH:25]=[CH:26][C:20]=2[N:19]=1. (3) Given the reactants C(O[BH-](OC(=O)C)OC(=O)C)(=O)C.[Na+].[NH2:15][CH2:16][C@H:17]([OH:30])[CH2:18][O:19][C:20]1[C:28]2[NH:27][C:26](=[O:29])[NH:25][C:24]=2[CH:23]=[CH:22][CH:21]=1.[CH3:31][O:32][C:33]1[CH:34]=[C:35]([CH:52]=[CH:53][C:54]=1[O:55][CH3:56])[C:36]([NH:38][C:39]1[CH:44]=[CH:43][C:42]([N:45]2[CH2:50][CH2:49][C:48](=O)[CH2:47][CH2:46]2)=[CH:41][CH:40]=1)=[O:37].C(O)(=O)C, predict the reaction product. The product is: [OH:30][C@H:17]([CH2:18][O:19][C:20]1[C:28]2[NH:27][C:26](=[O:29])[NH:25][C:24]=2[CH:23]=[CH:22][CH:21]=1)[CH2:16][NH:15][CH:48]1[CH2:47][CH2:46][N:45]([C:42]2[CH:43]=[CH:44][C:39]([NH:38][C:36](=[O:37])[C:35]3[CH:52]=[CH:53][C:54]([O:55][CH3:56])=[C:33]([O:32][CH3:31])[CH:34]=3)=[CH:40][CH:41]=2)[CH2:50][CH2:49]1. (4) Given the reactants [Li+].C[Si]([N-][Si](C)(C)C)(C)C.[Cl:11][C:12]1[N:20]=[C:19]([F:21])[C:18]([F:22])=[CH:17][C:13]=1[C:14]([NH2:16])=[O:15].CN(C)[CH:25]=[O:26].Cl, predict the reaction product. The product is: [Cl:11][C:12]1[C:13]2[C:14](=[O:15])[NH:16][CH:25]([OH:26])[C:17]=2[C:18]([F:22])=[C:19]([F:21])[N:20]=1. (5) Given the reactants Cl[C:2]1[C:3]2[C:10]3[CH2:11][CH2:12][CH:13]([C:15]([N:17]([CH2:22][CH3:23])[CH2:18][CH2:19][O:20][CH3:21])=[O:16])[CH2:14][C:9]=3[S:8][C:4]=2[N:5]=[CH:6][N:7]=1.[NH2:24][C:25]1[C:34]([O:35][CH3:36])=[CH:33][C:28]2[NH:29][C:30](=[O:32])[S:31][C:27]=2[CH:26]=1, predict the reaction product. The product is: [CH2:22]([N:17]([CH2:18][CH2:19][O:20][CH3:21])[C:15]([CH:13]1[CH2:12][CH2:11][C:10]2[C:3]3[C:2]([NH:24][C:25]4[C:34]([O:35][CH3:36])=[CH:33][C:28]5[NH:29][C:30](=[O:32])[S:31][C:27]=5[CH:26]=4)=[N:7][CH:6]=[N:5][C:4]=3[S:8][C:9]=2[CH2:14]1)=[O:16])[CH3:23].